This data is from Forward reaction prediction with 1.9M reactions from USPTO patents (1976-2016). The task is: Predict the product of the given reaction. (1) Given the reactants P(Cl)(Cl)(Cl)=O.[CH2:6]([C:8]1[NH:13][CH:12]=[N:11][C:10](=O)[C:9]=1[F:15])[CH3:7].C(N(CC)CC)C.[ClH:23], predict the reaction product. The product is: [Cl:23][C:10]1[C:9]([F:15])=[C:8]([CH2:6][CH3:7])[N:13]=[CH:12][N:11]=1. (2) Given the reactants [Cl:1][C:2]1[C:3]([C:20]2[CH:25]=[C:24]([Cl:26])[CH:23]=[CH:22][C:21]=2[C:27]#[N:28])=[CH:4][C:5](=[O:19])[N:6]([CH:8]([CH2:12][CH2:13][O:14][C:15]([F:18])([F:17])[F:16])[C:9](O)=[O:10])[CH:7]=1.[NH2:29][C:30]1[CH:42]=[CH:41][C:33]([C:34]([O:36][C:37]([CH3:40])([CH3:39])[CH3:38])=[O:35])=[CH:32][CH:31]=1, predict the reaction product. The product is: [Cl:1][C:2]1[C:3]([C:20]2[CH:25]=[C:24]([Cl:26])[CH:23]=[CH:22][C:21]=2[C:27]#[N:28])=[CH:4][C:5](=[O:19])[N:6]([CH:8]([CH2:12][CH2:13][O:14][C:15]([F:16])([F:17])[F:18])[C:9]([NH:29][C:30]2[CH:42]=[CH:41][C:33]([C:34]([O:36][C:37]([CH3:38])([CH3:39])[CH3:40])=[O:35])=[CH:32][CH:31]=2)=[O:10])[CH:7]=1. (3) Given the reactants [C:1]([O:5][C:6](=[O:37])[N:7]([CH2:12][C:13]1[N:17]([CH3:18])[C:16]([C:19]2[S:27][C:26]3[C:21](=[N:22][CH:23]=[CH:24][C:25]=3[O:28][C:29]3[CH:34]=[CH:33][C:32]([NH2:35])=[CH:31][C:30]=3[F:36])[CH:20]=2)=[N:15][CH:14]=1)[CH2:8][CH2:9][O:10][CH3:11])([CH3:4])([CH3:3])[CH3:2].[N:38]([CH:41]([CH3:43])[CH3:42])=[C:39]=[O:40].CC(=O)OCC.CCCCCC, predict the reaction product. The product is: [C:1]([O:5][C:6](=[O:37])[N:7]([CH2:12][C:13]1[N:17]([CH3:18])[C:16]([C:19]2[S:27][C:26]3[C:21](=[N:22][CH:23]=[CH:24][C:25]=3[O:28][C:29]3[CH:34]=[CH:33][C:32]([NH:35][C:39]([NH:38][CH:41]([CH3:43])[CH3:42])=[O:40])=[CH:31][C:30]=3[F:36])[CH:20]=2)=[N:15][CH:14]=1)[CH2:8][CH2:9][O:10][CH3:11])([CH3:4])([CH3:2])[CH3:3]. (4) Given the reactants [CH2:1]([C:3]([C:21]1[CH:26]=[CH:25][C:24]([OH:27])=[C:23]([CH3:28])[CH:22]=1)([C:6]1[CH:11]=[CH:10][C:9]([CH2:12][CH2:13][CH:14]([OH:19])[C:15]([CH3:18])([CH3:17])[CH3:16])=[C:8]([CH3:20])[CH:7]=1)[CH2:4][CH3:5])[CH3:2].[C:29]([Si:33]([CH3:42])([CH3:41])[N:34]1[C@H:37]([CH2:38]O)[CH2:36][C:35]1=[O:40])([CH3:32])([CH3:31])[CH3:30], predict the reaction product. The product is: [C:29]([Si:33]([CH3:42])([CH3:41])[N:34]1[C@H:37]([CH2:38][O:27][C:24]2[CH:25]=[CH:26][C:21]([C:3]([CH2:4][CH3:5])([C:6]3[CH:11]=[CH:10][C:9]([CH2:12][CH2:13][CH:14]([OH:19])[C:15]([CH3:17])([CH3:18])[CH3:16])=[C:8]([CH3:20])[CH:7]=3)[CH2:1][CH3:2])=[CH:22][C:23]=2[CH3:28])[CH2:36][C:35]1=[O:40])([CH3:30])([CH3:32])[CH3:31].